Dataset: CYP1A2 inhibition data for predicting drug metabolism from PubChem BioAssay. Task: Regression/Classification. Given a drug SMILES string, predict its absorption, distribution, metabolism, or excretion properties. Task type varies by dataset: regression for continuous measurements (e.g., permeability, clearance, half-life) or binary classification for categorical outcomes (e.g., BBB penetration, CYP inhibition). Dataset: cyp1a2_veith. (1) The drug is O=C(CCc1nc2ccccc2c(=O)[nH]1)OCC(=O)N1CCN(S(=O)(=O)c2ccccc2)CC1. The result is 0 (non-inhibitor). (2) The drug is COc1ccccc1-c1ccc2ncnc(NCCNC(C)=O)c2c1. The result is 1 (inhibitor). (3) The drug is Cc1ccc(C)c([C@@H]2NC(=O)c3ccccc3N2)c1. The result is 1 (inhibitor). (4) The drug is CC(C)CO/N=C1/C[C@@H](O)[C@@H](O)[C@@H]2[C@@H]3C(=O)N([C@@H](C)c4ccccc4)C(=O)[C@H]3CC[C@@H]12. The result is 0 (non-inhibitor). (5) The molecule is O=S(=O)(c1ccccc1)N1CCC2(CC1)CN(Cc1nccs1)C2. The result is 0 (non-inhibitor). (6) The result is 0 (non-inhibitor). The compound is OCCCN=C1CCCCC1. (7) The drug is COC(=O)c1ccccc1NC(=O)c1cc2nc(C3CC3)cc(C(F)(F)F)n2n1. The result is 1 (inhibitor).